From a dataset of Full USPTO retrosynthesis dataset with 1.9M reactions from patents (1976-2016). Predict the reactants needed to synthesize the given product. (1) Given the product [CH2:5]([O:7][C:8](=[O:12])[C:9]([C:20]1[CH:21]=[CH:22][C:17]([S:16][CH:13]2[CH2:15][CH2:14]2)=[CH:18][CH:19]=1)=[O:10])[CH3:6], predict the reactants needed to synthesize it. The reactants are: [Cl-].[Cl-].[Cl-].[Al+3].[CH2:5]([O:7][C:8](=[O:12])[C:9](Cl)=[O:10])[CH3:6].[CH:13]1([S:16][C:17]2[CH:22]=[CH:21][CH:20]=[CH:19][CH:18]=2)[CH2:15][CH2:14]1. (2) Given the product [CH3:24][C:11]1[N:10]([S:7]([C:1]2[CH:2]=[CH:3][CH:4]=[CH:5][CH:6]=2)(=[O:9])=[O:8])[C:18]2[C:13]([CH:12]=1)=[C:14]([C:19]([F:21])([F:22])[F:20])[CH:15]=[CH:16][CH:17]=2, predict the reactants needed to synthesize it. The reactants are: [C:1]1([S:7]([N:10]2[C:18]3[C:13](=[C:14]([C:19]([F:22])([F:21])[F:20])[CH:15]=[CH:16][CH:17]=3)[CH:12]=[CH:11]2)(=[O:9])=[O:8])[CH:6]=[CH:5][CH:4]=[CH:3][CH:2]=1.[Li][CH2:24]CCC.CI.O.